This data is from Forward reaction prediction with 1.9M reactions from USPTO patents (1976-2016). The task is: Predict the product of the given reaction. (1) The product is: [C:10]1([NH:16][C:17]([N:26]2[CH2:27][CH2:28][C:29]3[N:21]=[C:22]([NH:30][C:31]([NH2:33])=[NH:32])[S:23][C:24]=3[CH2:25]2)=[O:18])[CH:15]=[CH:14][CH:13]=[CH:12][CH:11]=1. Given the reactants C(N(C(C)C)CC)(C)C.[C:10]1([N:16]=[C:17]=[O:18])[CH:15]=[CH:14][CH:13]=[CH:12][CH:11]=1.Cl.Cl.[N:21]1[C:29]2[CH2:28][CH2:27][NH:26][CH2:25][C:24]=2[S:23][C:22]=1[NH:30][C:31]([NH2:33])=[NH:32].C(=O)([O-])[O-].[Na+].[Na+], predict the reaction product. (2) Given the reactants [CH3:1][C:2]1[N:6]=[C:5]([CH3:7])[N:4]([C:8]2[N:13]=[C:12]([CH3:14])[N:11]=[C:10]([C@@H:15]3[CH2:17][C@H:16]3[C:18]3[S:19][C:20]4[CH:26]=[CH:25][CH:24]=[CH:23][C:21]=4[N:22]=3)[CH:9]=2)[N:3]=1.[ClH:27], predict the reaction product. The product is: [ClH:27].[ClH:27].[CH3:1][C:2]1[N:6]=[C:5]([CH3:7])[N:4]([C:8]2[N:13]=[C:12]([CH3:14])[N:11]=[C:10]([C@@H:15]3[CH2:17][C@H:16]3[C:18]3[S:19][C:20]4[CH:26]=[CH:25][CH:24]=[CH:23][C:21]=4[N:22]=3)[CH:9]=2)[N:3]=1. (3) Given the reactants [Cl:1][CH2:2][C:3]([C:5]1[CH:6]=[C:7]2[C:11](=[CH:12][CH:13]=1)[CH2:10][CH:9]([NH:14][C:15](=[O:20])[C:16]([F:19])([F:18])[F:17])[CH2:8]2)=O.C([SiH](CC)CC)C.O, predict the reaction product. The product is: [Cl:1][CH2:2][CH2:3][C:5]1[CH:6]=[C:7]2[C:11](=[CH:12][CH:13]=1)[CH2:10][CH:9]([NH:14][C:15](=[O:20])[C:16]([F:17])([F:18])[F:19])[CH2:8]2. (4) Given the reactants C([Mg]Cl)(C)C.[CH2:6]([SnH:10]([CH2:15][CH2:16][CH2:17][CH3:18])[CH2:11][CH2:12][CH2:13][CH3:14])[CH2:7][CH2:8][CH3:9].[CH:19](=[O:26])[C:20]1[CH:25]=[CH:24][CH:23]=[CH:22][CH:21]=1, predict the reaction product. The product is: [Sn:10]([CH:19]([C:20]1[CH:25]=[CH:24][CH:23]=[CH:22][CH:21]=1)[OH:26])([CH2:6][CH2:7][CH2:8][CH3:9])([CH2:11][CH2:12][CH2:13][CH3:14])[CH2:15][CH2:16][CH2:17][CH3:18]. (5) Given the reactants [CH2:1]([N:8]1[CH2:13][CH2:12][CH:11]([C:14]([C:25]2[C:30]([CH3:31])=[C:29]([O:32]C)[C:28]([CH3:34])=[C:27]([CH3:35])[C:26]=2[O:36]C)([C:16]2[CH:21]=[CH:20][C:19]([CH:22]([CH3:24])[CH3:23])=[CH:18][CH:17]=2)O)[CH2:10][CH2:9]1)[C:2]1[CH:7]=[CH:6][CH:5]=[CH:4][CH:3]=1.Br.[OH-].[Na+], predict the reaction product. The product is: [CH2:1]([N:8]1[CH2:9][CH2:10][C:11]2([CH:14]([C:16]3[CH:21]=[CH:20][C:19]([CH:22]([CH3:24])[CH3:23])=[CH:18][CH:17]=3)[C:25]3[C:30]([CH3:31])=[C:29]([OH:32])[C:28]([CH3:34])=[C:27]([CH3:35])[C:26]=3[O:36]2)[CH2:12][CH2:13]1)[C:2]1[CH:3]=[CH:4][CH:5]=[CH:6][CH:7]=1. (6) Given the reactants Br[C:2]1[C:3]([CH3:25])=[CH:4][C:5]2[N:6]([C:8]([C:11]3[CH:12]=[C:13]([NH:18][S:19]([N:22]([CH3:24])[CH3:23])(=[O:21])=[O:20])[C:14]([Cl:17])=[N:15][CH:16]=3)=[CH:9][N:10]=2)[CH:7]=1.Br[C:27]1[C:28](C)=[CH:29][C:30]2[N:31](C(I)=CN=2)[CH:32]=1.C(=O)([O-])[O-].[Na+].[Na+], predict the reaction product. The product is: [Cl:17][C:14]1[C:13]([NH:18][S:19]([N:22]([CH3:24])[CH3:23])(=[O:21])=[O:20])=[CH:12][C:11]([C:8]2[N:6]3[CH:7]=[C:2]([C:28]4[CH:27]=[CH:32][N:31]=[CH:30][CH:29]=4)[C:3]([CH3:25])=[CH:4][C:5]3=[N:10][CH:9]=2)=[CH:16][N:15]=1.